From a dataset of Reaction yield outcomes from USPTO patents with 853,638 reactions. Predict the reaction yield, written as a fraction of the theoretical maximum amount of product (1.0 means a 100% yield; for example, 0.34 means a 34% yield). (1) The reactants are [NH2:1][C:2]1[CH:10]=[C:9]2[C:5]([C:6]([CH3:22])([CH3:21])[C:7](=[O:20])[N:8]2[CH2:11][CH2:12][CH2:13][N:14]2[CH2:19][CH2:18][O:17][CH2:16][CH2:15]2)=[CH:4][C:3]=1[N+:23]([O-])=O. The catalyst is O1CCCC1.[Pd]. The product is [NH2:23][C:3]1[CH:4]=[C:5]2[C:9](=[CH:10][C:2]=1[NH2:1])[N:8]([CH2:11][CH2:12][CH2:13][N:14]1[CH2:15][CH2:16][O:17][CH2:18][CH2:19]1)[C:7](=[O:20])[C:6]2([CH3:22])[CH3:21]. The yield is 0.990. (2) The catalyst is C1COCC1. The product is [CH3:11][C:10]([CH3:13])([CH3:12])[C@H:8]([NH:9][C:30](=[O:31])[CH2:29][O:22][C:23]1[CH:28]=[CH:27][CH:26]=[CH:25][CH:24]=1)[C:7]([O:6][C:2]([CH3:5])([CH3:4])[CH3:3])=[O:14]. The yield is 0.800. The reactants are Cl.[C:2]([O:6][C:7](=[O:14])[C@H:8]([C:10]([CH3:13])([CH3:12])[CH3:11])[NH2:9])([CH3:5])([CH3:4])[CH3:3].C(N(CC)CC)C.[O:22]([CH2:29][C:30](Cl)=[O:31])[C:23]1[CH:28]=[CH:27][CH:26]=[CH:25][CH:24]=1.